This data is from Human liver microsome stability data. The task is: Regression/Classification. Given a drug SMILES string, predict its absorption, distribution, metabolism, or excretion properties. Task type varies by dataset: regression for continuous measurements (e.g., permeability, clearance, half-life) or binary classification for categorical outcomes (e.g., BBB penetration, CYP inhibition). Dataset: hlm. The molecule is CC(C)OC(=O)C1=CN(C(=O)c2cccc(OCCCN3CCN(C)CC3)c2)CC(C)(C)c2c1[nH]c1ccccc21. The result is 1 (stable in human liver microsomes).